From a dataset of Full USPTO retrosynthesis dataset with 1.9M reactions from patents (1976-2016). Predict the reactants needed to synthesize the given product. (1) Given the product [Cl:1][C:2]1[CH:3]=[CH:4][C:5]([CH2:6][CH2:7][NH:8][C:9]([C:11]2[CH:12]=[CH:13][C:14]([O:15][C:16]3[CH:21]=[CH:20][C:19]([CH2:22][C:23]([OH:25])=[O:24])=[CH:18][C:17]=3[CH2:30][N:31]([CH3:33])[CH3:32])=[CH:34][CH:35]=2)=[O:10])=[CH:36][CH:37]=1, predict the reactants needed to synthesize it. The reactants are: [Cl:1][C:2]1[CH:37]=[CH:36][C:5]([CH2:6][CH2:7][NH:8][C:9]([C:11]2[CH:35]=[CH:34][C:14]([O:15][C:16]3[CH:21]=[CH:20][C:19]([CH2:22][C:23]([O:25]C(C)(C)C)=[O:24])=[CH:18][C:17]=3[CH2:30][N:31]([CH3:33])[CH3:32])=[CH:13][CH:12]=2)=[O:10])=[CH:4][CH:3]=1.C(O)(C(F)(F)F)=O. (2) Given the product [Cl:18][C:19]1[CH:20]=[CH:21][C:22]([S:25]([C:28]2[C:29]([CH2:36][CH2:37][C:38]([OH:40])=[O:39])=[C:30](/[CH:34]=[C:12]3\[C:13](=[O:17])[NH:14][C:15]4[C:11]\3=[CH:10][CH:9]=[C:8]([C:5]3[CH:4]=[CH:3][C:2]([F:1])=[CH:7][CH:6]=3)[CH:16]=4)[NH:31][C:32]=2[CH3:33])(=[O:26])=[O:27])=[CH:23][CH:24]=1, predict the reactants needed to synthesize it. The reactants are: [F:1][C:2]1[CH:7]=[CH:6][C:5]([C:8]2[CH:16]=[C:15]3[C:11]([CH2:12][C:13](=[O:17])[NH:14]3)=[CH:10][CH:9]=2)=[CH:4][CH:3]=1.[Cl:18][C:19]1[CH:24]=[CH:23][C:22]([S:25]([C:28]2[C:29]([CH2:36][CH2:37][C:38]([OH:40])=[O:39])=[C:30]([CH:34]=O)[NH:31][C:32]=2[CH3:33])(=[O:27])=[O:26])=[CH:21][CH:20]=1.N1CCCCC1. (3) Given the product [NH2:19][C:10]1[C:9]2[N:8]=[C:7]([CH2:20][O:21][CH2:22][CH3:23])[N:6]([NH:5][CH2:4][CH2:3][CH2:2][NH:1][C:27]([NH:26][CH2:24][CH3:25])=[O:28])[C:18]=2[C:17]2[CH:16]=[CH:15][CH:14]=[CH:13][C:12]=2[N:11]=1, predict the reactants needed to synthesize it. The reactants are: [NH2:1][CH2:2][CH2:3][CH2:4][NH:5][N:6]1[C:18]2[C:17]3[CH:16]=[CH:15][CH:14]=[CH:13][C:12]=3[N:11]=[C:10]([NH2:19])[C:9]=2[N:8]=[C:7]1[CH2:20][O:21][CH2:22][CH3:23].[CH2:24]([N:26]=[C:27]=[O:28])[CH3:25]. (4) Given the product [Cl:1][C:2]1[CH:7]=[C:6]([O:8][CH2:27][C:28]([O:30][CH2:31][CH3:32])=[O:29])[CH:5]=[CH:4][C:3]=1[C:9]1[N:13]=[C:12]([C:14]2[CH:15]=[CH:16][C:17]([O:22][CH:23]([CH3:25])[CH3:24])=[C:18]([C:19]#[N:20])[CH:21]=2)[O:11][N:10]=1, predict the reactants needed to synthesize it. The reactants are: [Cl:1][C:2]1[CH:7]=[C:6]([OH:8])[CH:5]=[CH:4][C:3]=1[C:9]1[N:13]=[C:12]([C:14]2[CH:15]=[CH:16][C:17]([O:22][CH:23]([CH3:25])[CH3:24])=[C:18]([CH:21]=2)[C:19]#[N:20])[O:11][N:10]=1.Br[CH2:27][C:28]([O:30][CH2:31][CH3:32])=[O:29].C(=O)([O-])[O-].[K+].[K+].O. (5) Given the product [O:37]=[S:33]1(=[O:36])[CH2:34][CH2:35][N:30]([CH2:29][C:26]2[CH:27]=[CH:28][C:23]([NH:22][C:21]([C:18]3[CH:19]=[CH:20][C:15]([C:10]4[CH:9]=[C:8]([NH2:7])[CH:13]=[CH:12][C:11]=4[CH3:14])=[CH:16][CH:17]=3)=[O:38])=[CH:24][CH:25]=2)[CH2:31][CH2:32]1, predict the reactants needed to synthesize it. The reactants are: C(OC(=O)[NH:7][C:8]1[CH:9]=[C:10]([C:15]2[CH:20]=[CH:19][C:18]([C:21](=[O:38])[NH:22][C:23]3[CH:28]=[CH:27][C:26]([CH2:29][N:30]4[CH2:35][CH2:34][S:33](=[O:37])(=[O:36])[CH2:32][CH2:31]4)=[CH:25][CH:24]=3)=[CH:17][CH:16]=2)[C:11]([CH3:14])=[CH:12][CH:13]=1)(C)(C)C. (6) Given the product [CH2:10]([O:2][C:1]([N:29]1[CH2:30][CH2:31][C:32]([C:13]2[CH:12]=[C:11]3[C:16](=[CH:15][CH:14]=2)[N:8]([CH3:7])[CH:9]=[C:10]3[C:25]2[N:33]([S:34]([C:37]3[CH:42]=[CH:41][C:40]([CH3:43])=[CH:39][CH:38]=3)(=[O:35])=[O:36])[C:28]3=[N:29][CH:30]=[CH:31][CH:32]=[C:27]3[CH:26]=2)=[CH:27][CH2:28]1)=[O:4])[C:11]1[CH:16]=[CH:15][CH:14]=[CH:13][CH:12]=1, predict the reactants needed to synthesize it. The reactants are: [C:1](=[O:4])([O-])[O-:2].[K+].[K+].[CH3:7][N:8]1[C:16]2[C:11](=[CH:12][C:13](OS(C(F)(F)F)(=O)=O)=[CH:14][CH:15]=2)[C:10]([C:25]2[N:33]([S:34]([C:37]3[CH:42]=[CH:41][C:40]([CH3:43])=[CH:39][CH:38]=3)(=[O:36])=[O:35])[C:28]3=[N:29][CH:30]=[CH:31][CH:32]=[C:27]3[CH:26]=2)=[CH:9]1. (7) Given the product [OH:1][C:2]1[CH:12]=[CH:11][C:5]([CH:6]=[CH2:7])=[CH:4][CH:3]=1, predict the reactants needed to synthesize it. The reactants are: [OH:1][C:2]1[CH:12]=[CH:11][C:5]([CH:6]=[CH:7]C(O)=O)=[CH:4][CH:3]=1.C([O-])(=O)C.[K+].COC1C=CC(O)=CC=1. (8) The reactants are: [NH2:1][C:2]1[CH:9]=[C:8]([F:10])[C:5]([CH:6]=O)=[C:4]([F:11])[CH:3]=1.[C:12]([CH:17]=P(C1C=CC=CC=1)(C1C=CC=CC=1)C1C=CC=CC=1)([O:14][CH2:15][CH3:16])=[O:13]. Given the product [NH2:1][C:2]1[CH:9]=[C:8]([F:10])[C:5](/[CH:6]=[CH:17]/[C:12]([O:14][CH2:15][CH3:16])=[O:13])=[C:4]([F:11])[CH:3]=1, predict the reactants needed to synthesize it.